This data is from Reaction yield outcomes from USPTO patents with 853,638 reactions. The task is: Predict the reaction yield, written as a fraction of the theoretical maximum amount of product (1.0 means a 100% yield; for example, 0.34 means a 34% yield). (1) The catalyst is CC(C)=O. The product is [C:11]([O:10][C:8](=[O:9])[CH2:7][CH:6]([CH2:15][CH:16]([CH3:17])[CH3:18])[C:5]([OH:19])=[O:4])([CH3:14])([CH3:13])[CH3:12]. The yield is 0.970. The reactants are [Br-].[Li+].C[O:4][C:5](=[O:19])[CH:6]([CH2:15][CH:16]([CH3:18])[CH3:17])[CH2:7][C:8]([O:10][C:11]([CH3:14])([CH3:13])[CH3:12])=[O:9]. (2) The reactants are [CH3:1][C:2]1[N:3]=[C:4]2[C:9](=[CH:10][CH:11]=1)[NH:8][CH:7]=[C:6]([C:12]#[N:13])[C:5]2=O.O=P(Cl)(Cl)[Cl:17]. No catalyst specified. The product is [Cl:17][C:5]1[C:4]2[C:9](=[CH:10][CH:11]=[C:2]([CH3:1])[N:3]=2)[N:8]=[CH:7][C:6]=1[C:12]#[N:13]. The yield is 0.571. (3) The reactants are [NH2:1][C:2]1[N:7]=[C:6](O)[CH:5]=[C:4]([C:9]2[CH:14]=[CH:13][C:12]([O:15][CH3:16])=[CH:11][CH:10]=2)[N:3]=1.P(Cl)(Cl)([Cl:19])=O. No catalyst specified. The product is [Cl:19][C:6]1[CH:5]=[C:4]([C:9]2[CH:14]=[CH:13][C:12]([O:15][CH3:16])=[CH:11][CH:10]=2)[N:3]=[C:2]([NH2:1])[N:7]=1. The yield is 0.750. (4) The reactants are Br[C:2]1[CH:3]=[CH:4][C:5]([N+:8]([O-:10])=[O:9])=[N:6][CH:7]=1.[CH:11]([NH2:14])([CH3:13])[CH3:12]. No catalyst specified. The product is [CH:11]([NH:14][C:2]1[CH:3]=[CH:4][C:5]([N+:8]([O-:10])=[O:9])=[N:6][CH:7]=1)([CH3:13])[CH3:12]. The yield is 0.930. (5) The product is [NH2:11][C:10]1[N:6]([CH2:1][CH2:2][CH2:3][CH2:4][CH3:5])[C:7](=[S:8])[NH:9][C:13](=[O:14])[CH:12]=1. The reactants are [CH2:1]([NH:6][C:7]([NH2:9])=[S:8])[CH2:2][CH2:3][CH2:4][CH3:5].[C:10]([CH2:12][C:13](OCC)=[O:14])#[N:11].[O-]CC.[Na+].C(O)(=O)C. The catalyst is C(O)C.O. The yield is 0.650.